Regression. Given a peptide amino acid sequence and an MHC pseudo amino acid sequence, predict their binding affinity value. This is MHC class II binding data. From a dataset of Peptide-MHC class II binding affinity with 134,281 pairs from IEDB. (1) The peptide sequence is INEPTAAAFAYGLDR. The MHC is HLA-DQA10501-DQB10301 with pseudo-sequence HLA-DQA10501-DQB10301. The binding affinity (normalized) is 0.564. (2) The peptide sequence is VRKNRWLLLNVTSED. The MHC is DRB3_0202 with pseudo-sequence DRB3_0202. The binding affinity (normalized) is 0.638. (3) The peptide sequence is APPRLICDSRVLERY. The MHC is DRB1_1501 with pseudo-sequence DRB1_1501. The binding affinity (normalized) is 0.332. (4) The peptide sequence is KIQNVIIDECY. The MHC is HLA-DQA10101-DQB10501 with pseudo-sequence HLA-DQA10101-DQB10501. The binding affinity (normalized) is 0.156. (5) The peptide sequence is DDEVLIEVNPPFGDS. The MHC is HLA-DQA10201-DQB10303 with pseudo-sequence HLA-DQA10201-DQB10303. The binding affinity (normalized) is 0. (6) The peptide sequence is GELQIVDKIDAFFKI. The MHC is DRB1_0401 with pseudo-sequence DRB1_0401. The binding affinity (normalized) is 0.401.